From a dataset of Forward reaction prediction with 1.9M reactions from USPTO patents (1976-2016). Predict the product of the given reaction. (1) Given the reactants [N+:1]([C:4]1[CH:5]=[CH:6][C:7]([NH2:10])=[N:8][CH:9]=1)([O-:3])=[O:2].C[Si]([N-][Si](C)(C)C)(C)C.[Na+].[C:21](O[C:21]([O:23][C:24]([CH3:27])([CH3:26])[CH3:25])=[O:22])([O:23][C:24]([CH3:27])([CH3:26])[CH3:25])=[O:22], predict the reaction product. The product is: [N+:1]([C:4]1[CH:5]=[CH:6][C:7]([NH:10][C:21](=[O:22])[O:23][C:24]([CH3:27])([CH3:26])[CH3:25])=[N:8][CH:9]=1)([O-:3])=[O:2]. (2) Given the reactants [CH3:1][CH:2]([CH2:4][N:5]([S:34]([C:37]1[CH:42]=[CH:41][C:40]([NH2:43])=[CH:39][CH:38]=1)(=[O:36])=[O:35])[C@H:6]([C:31]([OH:33])=O)[CH2:7][CH2:8][CH2:9][CH2:10][NH:11][C:12]([C@@H:14]([NH:22][S:23]([C:26]1[S:30][CH:29]=[CH:28][CH:27]=1)(=[O:25])=[O:24])[CH2:15][C:16]1[CH:21]=[CH:20][CH:19]=[CH:18][CH:17]=1)=[O:13])[CH3:3].C1C([N+]([O-])=O)=CC=C(O)C=1.C1CCC(N=C=NC2CCCCC2)CC1.O.[NH2:70][NH2:71], predict the reaction product. The product is: [CH3:3][CH:2]([CH2:4][N:5]([S:34]([C:37]1[CH:42]=[CH:41][C:40]([NH2:43])=[CH:39][CH:38]=1)(=[O:36])=[O:35])[C@H:6]([C:31]([NH:70][NH2:71])=[O:33])[CH2:7][CH2:8][CH2:9][CH2:10][NH:11][C:12]([C@@H:14]([NH:22][S:23]([C:26]1[S:30][CH:29]=[CH:28][CH:27]=1)(=[O:25])=[O:24])[CH2:15][C:16]1[CH:17]=[CH:18][CH:19]=[CH:20][CH:21]=1)=[O:13])[CH3:1]. (3) The product is: [CH3:12][C:13]([CH3:16])([CH3:15])[CH2:14][S:8][C:5]1[CH:6]=[CH:7][C:2]([CH3:1])=[CH:3][CH:4]=1. Given the reactants [CH3:1][C:2]1[CH:7]=[CH:6][C:5]([SH:8])=[CH:4][CH:3]=1.[H-].[Na+].I[CH2:12][C:13]([CH3:16])([CH3:15])[CH3:14], predict the reaction product. (4) Given the reactants [F:1][C:2]1[CH:10]=[C:9](O)[CH:8]=[CH:7][C:3]=1[C:4]([OH:6])=O.[C:12](=[O:15])([O-])[O-].[K+].[K+].FC(F)(F)S(O[CH2:24][C:25]([F:28])([F:27])[F:26])(=O)=O.[OH2:31], predict the reaction product. The product is: [F:1][C:2]1[CH:10]=[C:9]([O:15][CH2:12][C:25]([F:28])([F:27])[F:26])[CH:8]=[CH:7][C:3]=1[C:4]([O:6][CH2:24][C:25]([F:28])([F:27])[F:26])=[O:31].